The task is: Regression. Given two drug SMILES strings and cell line genomic features, predict the synergy score measuring deviation from expected non-interaction effect.. This data is from NCI-60 drug combinations with 297,098 pairs across 59 cell lines. (1) Drug 2: CC1=C2C(C(=O)C3(C(CC4C(C3C(C(C2(C)C)(CC1OC(=O)C(C(C5=CC=CC=C5)NC(=O)OC(C)(C)C)O)O)OC(=O)C6=CC=CC=C6)(CO4)OC(=O)C)O)C)O. Cell line: M14. Synergy scores: CSS=57.7, Synergy_ZIP=-0.895, Synergy_Bliss=0.0254, Synergy_Loewe=-15.0, Synergy_HSA=1.77. Drug 1: COC1=CC(=CC(=C1O)OC)C2C3C(COC3=O)C(C4=CC5=C(C=C24)OCO5)OC6C(C(C7C(O6)COC(O7)C8=CC=CS8)O)O. (2) Drug 1: C#CCC(CC1=CN=C2C(=N1)C(=NC(=N2)N)N)C3=CC=C(C=C3)C(=O)NC(CCC(=O)O)C(=O)O. Drug 2: B(C(CC(C)C)NC(=O)C(CC1=CC=CC=C1)NC(=O)C2=NC=CN=C2)(O)O. Cell line: K-562. Synergy scores: CSS=46.9, Synergy_ZIP=1.10, Synergy_Bliss=-0.265, Synergy_Loewe=-1.69, Synergy_HSA=-2.96. (3) Drug 1: CC12CCC(CC1=CCC3C2CCC4(C3CC=C4C5=CN=CC=C5)C)O. Drug 2: C1=CC(=CC=C1CCC2=CNC3=C2C(=O)NC(=N3)N)C(=O)NC(CCC(=O)O)C(=O)O. Cell line: PC-3. Synergy scores: CSS=34.8, Synergy_ZIP=-2.03, Synergy_Bliss=-5.17, Synergy_Loewe=-22.8, Synergy_HSA=-3.84. (4) Drug 1: C1=CC(=CC=C1CCC2=CNC3=C2C(=O)NC(=N3)N)C(=O)NC(CCC(=O)O)C(=O)O. Drug 2: CC1OCC2C(O1)C(C(C(O2)OC3C4COC(=O)C4C(C5=CC6=C(C=C35)OCO6)C7=CC(=C(C(=C7)OC)O)OC)O)O. Cell line: RPMI-8226. Synergy scores: CSS=54.3, Synergy_ZIP=-9.15, Synergy_Bliss=-12.1, Synergy_Loewe=-6.52, Synergy_HSA=-4.36. (5) Cell line: LOX IMVI. Synergy scores: CSS=10.8, Synergy_ZIP=0.614, Synergy_Bliss=0.845, Synergy_Loewe=2.58, Synergy_HSA=4.02. Drug 2: C1=NNC2=C1C(=O)NC=N2. Drug 1: CN(C)C1=NC(=NC(=N1)N(C)C)N(C)C.